This data is from Forward reaction prediction with 1.9M reactions from USPTO patents (1976-2016). The task is: Predict the product of the given reaction. (1) Given the reactants CI.[Br:3][C:4]1[CH:12]=[CH:11][C:7]([C:8]([OH:10])=[O:9])=[C:6]([OH:13])[CH:5]=1.[C:14](=O)([O-])[O-].[K+].[K+], predict the reaction product. The product is: [Br:3][C:4]1[CH:12]=[CH:11][C:7]([C:8]([OH:10])=[O:9])=[C:6]([O:13][CH3:14])[CH:5]=1. (2) Given the reactants Br[C:2]1[N:7]=[C:6]([NH:8][C:9]2[CH:10]=[C:11]3[C:16](=[CH:17][CH:18]=2)[CH2:15][N:14]([C:19]([O:21][C:22]([CH3:25])([CH3:24])[CH3:23])=[O:20])[CH2:13][CH2:12]3)[C:5](=[O:26])[N:4]([CH3:27])[CH:3]=1.[C:28]([O:31][CH2:32][C:33]1[C:38](B2OC(C)(C)C(C)(C)O2)=[CH:37][CH:36]=[CH:35][C:34]=1[N:48]1[CH2:60][CH2:59][N:51]2[C:52]3[CH2:53][CH2:54][CH2:55][CH2:56][C:57]=3[CH:58]=[C:50]2[C:49]1=[O:61])(=[O:30])[CH3:29].C([O-])([O-])=O.[Na+].[Na+].COCCOC, predict the reaction product. The product is: [C:28]([O:31][CH2:32][C:33]1[C:34]([N:48]2[CH2:60][CH2:59][N:51]3[C:52]4[CH2:53][CH2:54][CH2:55][CH2:56][C:57]=4[CH:58]=[C:50]3[C:49]2=[O:61])=[CH:35][CH:36]=[CH:37][C:38]=1[C:2]1[N:7]=[C:6]([NH:8][C:9]2[CH:10]=[C:11]3[C:16](=[CH:17][CH:18]=2)[CH2:15][N:14]([C:19]([O:21][C:22]([CH3:25])([CH3:24])[CH3:23])=[O:20])[CH2:13][CH2:12]3)[C:5](=[O:26])[N:4]([CH3:27])[CH:3]=1)(=[O:30])[CH3:29]. (3) Given the reactants [CH2:1]([C@@H:5]1[NH:10][CH2:9][C@H:8]([CH2:11][CH:12]([CH3:14])[CH3:13])[NH:7][C:6]1=[O:15])[CH:2]([CH3:4])[CH3:3].[Cl:16][C:17]1[CH:22]=[CH:21][C:20]([N:23]2[CH:27]=[C:26]([C:28](O)=[O:29])[N:25]=[N:24]2)=[CH:19][CH:18]=1.C([C@@H]1N(C([C@@H]2C[C@H]2C2C=CC=CC=2)=O)C[C@H](CC(C)C)NC1=O)C(C)C, predict the reaction product. The product is: [Cl:16][C:17]1[CH:18]=[CH:19][C:20]([N:23]2[CH:27]=[C:26]([C:28]([N:10]3[CH2:9][C@H:8]([CH2:11][CH:12]([CH3:14])[CH3:13])[NH:7][C:6](=[O:15])[C@@H:5]3[CH2:1][CH:2]([CH3:4])[CH3:3])=[O:29])[N:25]=[N:24]2)=[CH:21][CH:22]=1. (4) Given the reactants [F:1][C:2]1[CH:7]=[CH:6][C:5]([CH:8]2[C:16]3[C:11](=[CH:12][C:13]([C:17]#[N:18])=[CH:14][CH:15]=3)[CH2:10][O:9]2)=[CH:4][CH:3]=1.CN(C)CCN(C)C.[CH3:27][N:28]([CH3:33])[CH2:29][CH2:30][CH2:31]Cl.[H-].[Na+], predict the reaction product. The product is: [CH3:27][N:28]([CH3:33])[CH2:29][CH2:30][CH2:31][C:8]1([C:5]2[CH:6]=[CH:7][C:2]([F:1])=[CH:3][CH:4]=2)[C:16]2[C:11](=[CH:12][C:13]([C:17]#[N:18])=[CH:14][CH:15]=2)[CH2:10][O:9]1. (5) The product is: [N:56]([CH:43]1[C@@H:38]2[CH2:37][N:36]([C:12]3[N:13]=[C:14]([C:15]4[O:16][C:17]([C:20]5[CH:25]=[CH:24][C:23]([CH2:26][N:27]([CH3:28])[C:29](=[O:30])[O:31][C:32]([CH3:33])([CH3:35])[CH3:34])=[CH:22][CH:21]=5)=[N:18][N:19]=4)[C:9]([N:8]([C:49]([O:51][C:52]([CH3:54])([CH3:53])[CH3:55])=[O:50])[C:6]([O:5][C:1]([CH3:2])([CH3:4])[CH3:3])=[O:7])=[N:10][CH:11]=3)[CH2:40][C@@H:39]2[CH2:41][CH2:42]1)=[N+:57]=[N-:58]. Given the reactants [C:1]([O:5][C:6]([N:8]([C:49]([O:51][C:52]([CH3:55])([CH3:54])[CH3:53])=[O:50])[C:9]1[N:10]=[CH:11][C:12]([N:36]2[CH2:40][C@@H:39]3[CH2:41][CH2:42][CH:43](CS([O-])(=O)=O)[C@H:38]3[CH2:37]2)=[N:13][C:14]=1[C:15]1[O:16][C:17]([C:20]2[CH:25]=[CH:24][C:23]([CH2:26][N:27]([C:29]([O:31][C:32]([CH3:35])([CH3:34])[CH3:33])=[O:30])[CH3:28])=[CH:22][CH:21]=2)=[N:18][N:19]=1)=[O:7])([CH3:4])([CH3:3])[CH3:2].[N-:56]=[N+:57]=[N-:58].[Na+], predict the reaction product. (6) Given the reactants [CH3:1][O:2][C:3]1[CH:4]=[C:5]([CH:7]=[C:8]([O:10][CH3:11])[CH:9]=1)[NH2:6].IC.[C:14]([O-])(=O)C.[Na+], predict the reaction product. The product is: [CH3:11][O:10][C:8]1[CH:7]=[C:5]([NH:6][CH3:14])[CH:4]=[C:3]([O:2][CH3:1])[CH:9]=1. (7) The product is: [Br:29][C:7]1[N:6]=[C:5]2[N:1]([C:11]([C:12]3[CH:17]=[CH:16][CH:15]=[CH:14][CH:13]=3)=[O:18])[CH:2]=[CH:3][C:4]2=[CH:9][CH:8]=1. Given the reactants [NH+:1]1([O-])[C:5]2=[N:6][CH:7]=[CH:8][CH:9]=[C:4]2[CH:3]=[CH:2]1.[C:11](Br)(=[O:18])[C:12]1[CH:17]=[CH:16][CH:15]=[CH:14][CH:13]=1.C[Si](C)(C)N[Si](C)(C)C.[Br-:29], predict the reaction product. (8) Given the reactants [N:1]1[CH:6]=[CH:5][CH:4]=[CH:3][C:2]=1[SH:7].Br[CH2:9][CH2:10][OH:11].C(=O)([O-])[O-].[K+].[K+], predict the reaction product. The product is: [N:1]1[CH:6]=[CH:5][CH:4]=[CH:3][C:2]=1[S:7][CH2:9][CH2:10][OH:11]. (9) Given the reactants [CH:1]([NH:4][C:5]1[C:6]([NH2:12])=[CH:7][CH:8]=[C:9]([CH3:11])[CH:10]=1)([CH3:3])[CH3:2].C1(N=C=NC2CCCCC2)CCCCC1.Br[CH2:29][C:30](O)=[O:31].C(=O)([O-])[O-].[K+].[K+], predict the reaction product. The product is: [CH:1]([N:4]1[C:5]2[C:6](=[CH:7][CH:8]=[C:9]([CH3:11])[CH:10]=2)[NH:12][C:30](=[O:31])[CH2:29]1)([CH3:3])[CH3:2].